The task is: Predict which catalyst facilitates the given reaction.. This data is from Catalyst prediction with 721,799 reactions and 888 catalyst types from USPTO. (1) Reactant: [Cl:1][C:2]1[CH:11]=[CH:10][C:9]([NH2:12])=[C:8]2[C:3]=1[CH:4]=[CH:5][CH:6]=[N:7]2.[CH3:13][C:14]1[C:19](C)=[CH:18][CH:17]=[CH:16][C:15]=1[NH:21][S:22](=[O:25])(=O)[O-:23].[Na+].P(Cl)(Cl)(Cl)(Cl)[Cl:28]. Product: [Cl:28][C:19]1[C:14]([CH3:13])=[C:15]([NH:21][S:22]([NH:12][C:9]2[CH:10]=[CH:11][C:2]([Cl:1])=[C:3]3[C:8]=2[N:7]=[CH:6][CH:5]=[CH:4]3)(=[O:25])=[O:23])[CH:16]=[CH:17][CH:18]=1. The catalyst class is: 11. (2) The catalyst class is: 115. Reactant: [CH2:1]([C:4]1[C:5]([C:15]([OH:17])=O)=[N:6][O:7][C:8]=1[C:9]1[CH:14]=[CH:13][CH:12]=[CH:11][N:10]=1)[CH2:2][CH3:3].[Na].C1C=CC2N(O)N=NC=2C=1.C(N(C(C)C)CC)(C)C.C(Cl)CCl.O[N:43]=[C:44]([C:46]1[CH:63]=[CH:62][C:49]([CH2:50][N:51]2[CH2:54][CH:53]([C:55]([O:57][C:58]([CH3:61])([CH3:60])[CH3:59])=[O:56])[CH2:52]2)=[CH:48][CH:47]=1)[NH2:45].N1C=CC=CC=1C1C(C(F)(F)F)=C(C2ON=C(C3C=CC(CN4CC(C(O)=O)C4)=CC=3)N=2)ON=1. Product: [CH2:1]([C:4]1[C:5]([C:15]2[O:17][N:45]=[C:44]([C:46]3[CH:47]=[CH:48][C:49]([CH2:50][N:51]4[CH2:52][CH:53]([C:55]([O:57][C:58]([CH3:59])([CH3:61])[CH3:60])=[O:56])[CH2:54]4)=[CH:62][CH:63]=3)[N:43]=2)=[N:6][O:7][C:8]=1[C:9]1[CH:14]=[CH:13][CH:12]=[CH:11][N:10]=1)[CH2:2][CH3:3]. (3) Reactant: Cl[CH2:2][CH2:3][NH:4][CH2:5][CH2:6]Cl.[O:8]1[C:13]2[CH:14]=[CH:15][CH:16]=[C:17]([NH2:18])[C:12]=2[O:11][CH2:10][CH2:9]1.[C:19](=[O:22])(O)[O-].[Na+].[H-].[Al+3].[Li+].[H-].[H-].[H-].Cl[C:31]1C=CC=C[CH:32]=1. Product: [O:8]1[C:13]2[CH:14]=[CH:15][CH:16]=[C:17]([N:18]3[CH2:6][CH2:5][N:4]([C@H:31]([CH3:32])[CH2:19][OH:22])[CH2:3][CH2:2]3)[C:12]=2[O:11][CH2:10][CH2:9]1. The catalyst class is: 54. (4) Reactant: N[C:2]1[C:3]([N+:12]([O-:14])=[O:13])=[C:4]([CH:8]=[CH:9][C:10]=1[CH3:11])[C:5]([OH:7])=[O:6].N([O-])=O.[Na+].[BrH:19]. Product: [Br:19][C:2]1[C:3]([N+:12]([O-:14])=[O:13])=[C:4]([CH:8]=[CH:9][C:10]=1[CH3:11])[C:5]([OH:7])=[O:6]. The catalyst class is: 6. (5) Reactant: C[Si](C)(C)CCOC[NH:7][C:8]([C:10]1[N:14]=[C:13]([C:15]2[CH:16]=[C:17]([C:21]3[CH:26]=[CH:25][CH:24]=[CH:23][C:22]=3[C:27]3[CH:32]=[CH:31][CH:30]=[CH:29][CH:28]=3)[CH:18]=[CH:19][CH:20]=2)[NH:12][N:11]=1)=[O:9]. Product: [C:27]1([C:22]2[CH:23]=[CH:24][CH:25]=[CH:26][C:21]=2[C:17]2[CH:18]=[CH:19][CH:20]=[C:15]([C:13]3[N:14]=[C:10]([C:8]([NH2:7])=[O:9])[NH:11][N:12]=3)[CH:16]=2)[CH:32]=[CH:31][CH:30]=[CH:29][CH:28]=1. The catalyst class is: 47. (6) Reactant: [C:1]([C:5]1[N:6]=[C:7]2[CH:12]=[C:11]([C:13]([NH:15][NH2:16])=[O:14])[CH:10]=[CH:9][N:8]2[C:17]=1[CH2:18][CH:19]1[CH2:24][CH2:23][CH2:22][CH2:21][CH2:20]1)([CH3:4])([CH3:3])[CH3:2].N1C=CC=CC=1.[C:31](Cl)(=[O:38])[C:32]1[CH:37]=[CH:36][CH:35]=[CH:34][CH:33]=1. Product: [C:31]([NH:16][NH:15][C:13]([C:11]1[CH:10]=[CH:9][N:8]2[C:17]([CH2:18][CH:19]3[CH2:20][CH2:21][CH2:22][CH2:23][CH2:24]3)=[C:5]([C:1]([CH3:4])([CH3:2])[CH3:3])[N:6]=[C:7]2[CH:12]=1)=[O:14])(=[O:38])[C:32]1[CH:37]=[CH:36][CH:35]=[CH:34][CH:33]=1. The catalyst class is: 4. (7) Reactant: Cl.[Cl:2][C:3]1[CH:8]=[CH:7][C:6]([C@@H:9]([C@@H:27]2[CH2:31][CH2:30][CH2:29][NH:28]2)[NH:10][C:11]([N:13]2[CH2:22][CH2:21][C:20]3[CH:19]=[N:18][C:17]([NH:23][CH:24]([CH3:26])[CH3:25])=[N:16][C:15]=3[CH2:14]2)=[O:12])=[CH:5][C:4]=1[F:32].[CH3:33][C:34](OC(C)=O)=[O:35].C(Cl)Cl. Product: [C:34]([N:28]1[CH2:29][CH2:30][CH2:31][C@H:27]1[C@H:9]([C:6]1[CH:7]=[CH:8][C:3]([Cl:2])=[C:4]([F:32])[CH:5]=1)[NH:10][C:11]([N:13]1[CH2:22][CH2:21][C:20]2[CH:19]=[N:18][C:17]([NH:23][CH:24]([CH3:25])[CH3:26])=[N:16][C:15]=2[CH2:14]1)=[O:12])(=[O:35])[CH3:33]. The catalyst class is: 6. (8) Reactant: C1N=CN([C:6]([N:8]2C=N[CH:10]=[CH:9]2)=[O:7])C=1.[N:13]1[CH:18]=[CH:17][CH:16]=[C:15]([CH2:19][OH:20])[CH:14]=1.NCC1[CH:28]=[CH:27][C:26]([CH2:29][OH:30])=[CH:25][CH:24]=1.C(N(CC)CC)C. Product: [N:13]1[CH:18]=[CH:17][CH:16]=[C:15]([CH2:19][O:20][C:6](=[O:7])[NH:8][CH2:9][C:10]2[CH:28]=[CH:27][C:26]([CH2:29][OH:30])=[CH:25][CH:24]=2)[CH:14]=1. The catalyst class is: 1.